Dataset: Full USPTO retrosynthesis dataset with 1.9M reactions from patents (1976-2016). Task: Predict the reactants needed to synthesize the given product. (1) The reactants are: [F:1][C:2]1[CH:7]=[CH:6][C:5](B(O)O)=[CH:4][CH:3]=1.Br[C:12]1[S:20][C:19]2[CH2:18][CH2:17][NH:16][C:15](=[O:21])[C:14]=2[CH:13]=1.C([O-])([O-])=O.[Na+].[Na+].C(OC(=O)C)C. Given the product [F:1][C:2]1[CH:7]=[CH:6][C:5]([C:12]2[S:20][C:19]3[CH2:18][CH2:17][NH:16][C:15](=[O:21])[C:14]=3[CH:13]=2)=[CH:4][CH:3]=1, predict the reactants needed to synthesize it. (2) Given the product [C:1]([C:3]1[CH:22]=[CH:21][C:6]([C:7]([NH:23][CH2:24][C@H:25]2[O:29][C@@H:28]([N:30]3[CH:37]=[CH:36][C:34](=[O:35])[NH:33][C:31]3=[O:32])[CH2:27][C@@H:26]2[OH:38])([C:14]2[CH:19]=[CH:18][CH:17]=[CH:16][CH:15]=2)[C:8]2[CH:13]=[CH:12][CH:11]=[CH:10][CH:9]=2)=[CH:5][CH:4]=1)#[N:2], predict the reactants needed to synthesize it. The reactants are: [C:1]([C:3]1[CH:22]=[CH:21][C:6]([C:7](Cl)([C:14]2[CH:19]=[CH:18][CH:17]=[CH:16][CH:15]=2)[C:8]2[CH:13]=[CH:12][CH:11]=[CH:10][CH:9]=2)=[CH:5][CH:4]=1)#[N:2].[NH2:23][CH2:24][C@H:25]1[O:29][C@@H:28]([N:30]2[CH:37]=[CH:36][C:34](=[O:35])[NH:33][C:31]2=[O:32])[CH2:27][C@@H:26]1[OH:38]. (3) The reactants are: Cl[C:2]1[N:7]=[C:6]([O:8][CH3:9])[N:5]=[C:4]([NH:10][C:11]2[CH:16]=[CH:15][C:14]([N:17]3[CH:21]=[C:20]([CH3:22])[N:19]=[CH:18]3)=[C:13]([O:23][CH3:24])[CH:12]=2)[N:3]=1.[F:25][C:26]1[CH:27]=[C:28]([OH:34])[CH:29]=[C:30]([F:33])[C:31]=1[F:32]. Given the product [CH3:24][O:23][C:13]1[CH:12]=[C:11]([NH:10][C:4]2[N:5]=[C:6]([O:8][CH3:9])[N:7]=[C:2]([O:34][C:28]3[CH:27]=[C:26]([F:25])[C:31]([F:32])=[C:30]([F:33])[CH:29]=3)[N:3]=2)[CH:16]=[CH:15][C:14]=1[N:17]1[CH:21]=[C:20]([CH3:22])[N:19]=[CH:18]1, predict the reactants needed to synthesize it. (4) Given the product [CH3:1][C:2]1[CH:3]=[C:4](/[CH:5]=[CH:19]/[N+:16]([O-:18])=[O:17])[CH:7]=[CH:8][C:9]=1[CH3:10], predict the reactants needed to synthesize it. The reactants are: [CH3:1][C:2]1[CH:3]=[C:4]([CH:7]=[CH:8][C:9]=1[CH3:10])[CH:5]=O.C([O-])(=O)C.[NH4+].[N+:16]([CH3:19])([O-:18])=[O:17].C(OC(=O)C)(=O)C. (5) Given the product [NH:31]1[C:35]2=[N:36][CH:37]=[CH:38][CH:39]=[C:34]2[C:33]([CH2:40][N:15]2[CH2:16][CH2:17][CH2:18][C:11]3([CH2:10][N:9]([C:5]4[N:4]=[C:3]([O:2][CH3:1])[CH:8]=[CH:7][N:6]=4)[CH2:13][CH2:12]3)[C:14]2=[O:19])=[CH:32]1, predict the reactants needed to synthesize it. The reactants are: [CH3:1][O:2][C:3]1[CH:8]=[CH:7][N:6]=[C:5]([N:9]2[CH2:13][CH2:12][C:11]3([CH2:18][CH2:17][CH2:16][NH:15][C:14]3=[O:19])[CH2:10]2)[N:4]=1.[H-].[Na+].C1(S([N:31]2[C:35]3=[N:36][CH:37]=[CH:38][CH:39]=[C:34]3[C:33]([CH2:40]Br)=[CH:32]2)(=O)=O)C=CC=CC=1.C(=O)([O-])[O-].[Cs+].[Cs+]. (6) Given the product [OH:26][CH:24]([CH3:25])[CH2:23][NH:22][C:2]1[CH:3]=[C:4]2[C:9](=[CH:10][C:11]=1[N+:12]([O-:14])=[O:13])[NH:8][C:7](=[O:15])[N:6]([NH:16][S:17]([CH3:20])(=[O:19])=[O:18])[C:5]2=[O:21], predict the reactants needed to synthesize it. The reactants are: F[C:2]1[CH:3]=[C:4]2[C:9](=[CH:10][C:11]=1[N+:12]([O-:14])=[O:13])[NH:8][C:7](=[O:15])[N:6]([NH:16][S:17]([CH3:20])(=[O:19])=[O:18])[C:5]2=[O:21].[NH2:22][CH2:23][CH:24]([OH:26])[CH3:25].